Predict the reaction yield, written as a fraction of the theoretical maximum amount of product (1.0 means a 100% yield; for example, 0.34 means a 34% yield). From a dataset of Reaction yield outcomes from USPTO patents with 853,638 reactions. (1) The product is [F:31][C:32]1[CH:37]=[CH:36][C:35]([O:41][CH3:42])=[C:34]([C:2]2[CH:7]=[CH:6][CH:5]=[CH:4][C:3]=2[CH2:8][CH2:9][C:10]([N:12]([CH:22]([CH3:24])[CH3:23])[NH:13][C:14](=[O:21])[C:15]2[CH:20]=[CH:19][CH:18]=[CH:17][CH:16]=2)=[O:11])[CH:33]=1. The yield is 0.320. The catalyst is COCCOC. The reactants are Br[C:2]1[CH:7]=[CH:6][CH:5]=[CH:4][C:3]=1[CH2:8][CH2:9][C:10]([N:12]([CH:22]([CH3:24])[CH3:23])[NH:13][C:14](=[O:21])[C:15]1[CH:20]=[CH:19][CH:18]=[CH:17][CH:16]=1)=[O:11].C([O-])([O-])=O.[Na+].[Na+].[F:31][C:32]1[CH:33]=[CH:34][C:35]([O:41][CH3:42])=[C:36](B(O)O)[CH:37]=1. (2) The yield is 0.400. The reactants are [NH2:1][CH2:2][C:3]1[S:4][C:5]([C:19]([CH3:22])([CH3:21])[CH3:20])=[CH:6][C:7]=1[NH:8][C:9]([NH:11][C:12]1[CH:17]=[CH:16][C:15]([CH3:18])=[CH:14][CH:13]=1)=[O:10].[C:23]([NH:30][CH2:31][C:32](O)=[O:33])([O:25][C:26]([CH3:29])([CH3:28])[CH3:27])=[O:24].C1(N=C=NC2CCCCC2)CCCCC1.O.ON1C2C=CC=CC=2N=N1. The product is [C:23]([NH:30][CH2:31][C:32]([NH:1][CH2:2][C:3]1[S:4][C:5]([C:19]([CH3:22])([CH3:21])[CH3:20])=[CH:6][C:7]=1[NH:8][C:9]([NH:11][C:12]1[CH:17]=[CH:16][C:15]([CH3:18])=[CH:14][CH:13]=1)=[O:10])=[O:33])([O:25][C:26]([CH3:27])([CH3:28])[CH3:29])=[O:24]. The catalyst is C1COCC1.CCOC(C)=O. (3) The reactants are BrBr.[C:3]([NH:11][C:12]1[CH:17]=[C:16]([CH2:18][C:19]([C:21]2[CH:26]=[CH:25][C:24]([O:27][CH3:28])=[CH:23][CH:22]=2)=O)[CH:15]=[CH:14][N:13]=1)(=[O:10])[C:4]1[CH:9]=[CH:8][CH:7]=[CH:6][CH:5]=1.[NH2:29][C:30]([NH2:32])=[S:31].C(N(CC)CC)C.C(=O)([O-])O.[Na+]. The catalyst is C(O)(=O)C. The product is [NH2:32][C:30]1[S:31][C:18]([C:16]2[CH:15]=[CH:14][N:13]=[C:12]([NH:11][C:3](=[O:10])[C:4]3[CH:9]=[CH:8][CH:7]=[CH:6][CH:5]=3)[CH:17]=2)=[C:19]([C:21]2[CH:26]=[CH:25][C:24]([O:27][CH3:28])=[CH:23][CH:22]=2)[N:29]=1. The yield is 0.210. (4) The reactants are [C-]#N.[Na+].[CH3:4][N:5](C)C=O.[Si:9]([O:16][CH:17]1[CH2:22][CH2:21][N:20]([C:23]([C:36]2[CH:41]=[CH:40][CH:39]=[CH:38][CH:37]=2)([C:30]2[CH:35]=[CH:34][CH:33]=[CH:32][CH:31]=2)[C:24]2[CH:29]=[CH:28][CH:27]=[CH:26][CH:25]=2)[CH2:19]/[C:18]/1=[CH:42]\[CH2:43]OS(C1C=CC(C)=CC=1)(=O)=O)([C:12]([CH3:15])([CH3:14])[CH3:13])([CH3:11])[CH3:10]. The catalyst is O. The product is [Si:9]([O:16][CH:17]1[CH2:22][CH2:21][N:20]([C:23]([C:30]2[CH:35]=[CH:34][CH:33]=[CH:32][CH:31]=2)([C:24]2[CH:29]=[CH:28][CH:27]=[CH:26][CH:25]=2)[C:36]2[CH:41]=[CH:40][CH:39]=[CH:38][CH:37]=2)[CH2:19]/[C:18]/1=[CH:42]\[CH2:43][C:4]#[N:5])([C:12]([CH3:14])([CH3:15])[CH3:13])([CH3:10])[CH3:11]. The yield is 1.00. (5) The reactants are I[CH3:2].[Cl:3][C:4]1[CH:5]=[C:6]([C:10]2[C:19]3[C:14](=[CH:15][CH:16]=[C:17]([C:20]([C:29]4[CH:34]=[CH:33][C:32]([Cl:35])=[CH:31][CH:30]=4)([C:22]4[N:26]([CH3:27])[C:25]([SH:28])=[N:24][N:23]=4)[OH:21])[CH:18]=3)[N:13]=[C:12]([CH3:36])[CH:11]=2)[CH:7]=[CH:8][CH:9]=1.O. The catalyst is [OH-].[Na+].C1COCC1. The product is [Cl:3][C:4]1[CH:5]=[C:6]([C:10]2[C:19]3[C:14](=[CH:15][CH:16]=[C:17]([C:20]([C:29]4[CH:30]=[CH:31][C:32]([Cl:35])=[CH:33][CH:34]=4)([C:22]4[N:26]([CH3:27])[C:25]([S:28][CH3:2])=[N:24][N:23]=4)[OH:21])[CH:18]=3)[N:13]=[C:12]([CH3:36])[CH:11]=2)[CH:7]=[CH:8][CH:9]=1. The yield is 0.780. (6) The reactants are [Cl:1][C:2]1[C:20]([Cl:21])=[CH:19][C:5]([C:6]([NH:8][C:9]2[CH:18]=[CH:17][C:12]([C:13]([O:15]C)=[O:14])=[CH:11][CH:10]=2)=[O:7])=[C:4](F)[CH:3]=1.[Cl:23][C:24]1[CH:29]=[CH:28][C:27]([OH:30])=[C:26]([O:31][CH3:32])[CH:25]=1.C(=O)([O-])[O-].[K+].[K+].[OH-].[Na+]. The catalyst is CO.CN1C(=O)CCC1. The product is [Cl:1][C:2]1[C:20]([Cl:21])=[CH:19][C:5]([C:6]([NH:8][C:9]2[CH:18]=[CH:17][C:12]([C:13]([OH:15])=[O:14])=[CH:11][CH:10]=2)=[O:7])=[C:4]([O:30][C:27]2[CH:28]=[CH:29][C:24]([Cl:23])=[CH:25][C:26]=2[O:31][CH3:32])[CH:3]=1. The yield is 0.250. (7) The reactants are [Li+].C[Si]([N-][Si](C)(C)C)(C)C.[CH3:11][N:12]([C:25](=[O:28])[CH2:26][CH3:27])[N:13]=[C:14]([C:20]([O:22]CC)=O)[C:15]([O:17][CH2:18][CH3:19])=[O:16]. The catalyst is C1COCC1. The product is [OH:22][C:20]1[C:14]([C:15]([O:17][CH2:18][CH3:19])=[O:16])=[N:13][N:12]([CH3:11])[C:25](=[O:28])[C:26]=1[CH3:27]. The yield is 0.610. (8) The reactants are [C:1]([C:5]1[CH:10]=[CH:9][C:8](N2C(C)=CC=C2C)=[C:7]([N+:18]([O-])=O)[CH:6]=1)([CH3:4])([CH3:3])[CH3:2].CCO[C:24]([CH3:26])=O. The catalyst is [Pd]. The product is [C:1]([C:5]1[CH:10]=[CH:9][C:8]([C:5]2[CH:6]=[C:7]([CH3:8])[NH:18][C:24]=2[CH3:26])=[C:7]([CH:6]=1)[NH2:18])([CH3:2])([CH3:3])[CH3:4]. The yield is 0.990. (9) The reactants are [CH3:1][N:2]1[C:7](=[O:8])[C:6]([CH3:9])=[CH:5][C:4]([C:10]([OH:12])=O)=[CH:3]1.S(Cl)([Cl:15])=O. No catalyst specified. The product is [CH3:1][N:2]1[C:7](=[O:8])[C:6]([CH3:9])=[CH:5][C:4]([C:10]([Cl:15])=[O:12])=[CH:3]1. The yield is 1.00.